From a dataset of Full USPTO retrosynthesis dataset with 1.9M reactions from patents (1976-2016). Predict the reactants needed to synthesize the given product. Given the product [Cl:2][C:3]1[CH:4]=[C:5]2[C:9](=[CH:10][CH:11]=1)[NH:8][CH:7]=[C:6]2[CH2:12][CH2:13][NH:14][C:23]([CH:20]1[CH2:21][CH2:22][N:18]([CH:15]2[CH2:17][CH2:16]2)[C:19]1=[O:26])=[O:24], predict the reactants needed to synthesize it. The reactants are: Cl.[Cl:2][C:3]1[CH:4]=[C:5]2[C:9](=[CH:10][CH:11]=1)[NH:8][CH:7]=[C:6]2[CH2:12][CH2:13][NH2:14].[CH:15]1([N:18]2[CH2:22][CH2:21][CH:20]([C:23](O)=[O:24])[C:19]2=[O:26])[CH2:17][CH2:16]1.CN(C(ON1N=NC2C=CC=NC1=2)=[N+](C)C)C.F[P-](F)(F)(F)(F)F.C(N(CC)C(C)C)(C)C.